From a dataset of Forward reaction prediction with 1.9M reactions from USPTO patents (1976-2016). Predict the product of the given reaction. (1) Given the reactants [F:1][C:2]([F:30])([F:29])[C:3]1[CH:4]=[C:5]([C@H:13]2[O:17][C:16](=[O:18])[N:15]([CH2:19][C:20]3[C:25](Br)=[CH:24][CH:23]=[C:22]([Cl:27])[N:21]=3)[C@H:14]2[CH3:28])[CH:6]=[C:7]([C:9]([F:12])([F:11])[F:10])[CH:8]=1.[Cl:31][C:32]1[CH:33]=[CH:34][C:35]([O:41][CH3:42])=[C:36](B(O)O)[CH:37]=1.C([O-])([O-])=O.[K+].[K+].O, predict the reaction product. The product is: [F:1][C:2]([F:30])([F:29])[C:3]1[CH:4]=[C:5]([C@H:13]2[O:17][C:16](=[O:18])[N:15]([CH2:19][C:20]3[C:25]([C:34]4[CH:33]=[C:32]([Cl:31])[CH:37]=[CH:36][C:35]=4[O:41][CH3:42])=[CH:24][CH:23]=[C:22]([Cl:27])[N:21]=3)[C@H:14]2[CH3:28])[CH:6]=[C:7]([C:9]([F:12])([F:11])[F:10])[CH:8]=1. (2) Given the reactants [CH:1]([C:4]1[CH:5]=[C:6]([CH:10]([CH3:14])[CH2:11][CH:12]=[O:13])[CH:7]=[CH:8][CH:9]=1)([CH3:3])[CH3:2], predict the reaction product. The product is: [CH:1]([CH:4]1[CH2:9][CH2:8][CH2:7][CH:6]([CH:10]([CH3:14])[CH2:11][CH2:12][OH:13])[CH2:5]1)([CH3:3])[CH3:2]. (3) Given the reactants [H-].[Na+].[CH2:3]([OH:10])[C:4]1[CH:9]=[CH:8][CH:7]=[CH:6][CH:5]=1.Br[CH2:12][CH2:13][C:14]([O:16]CC)=[O:15].O, predict the reaction product. The product is: [CH2:3]([O:10][CH2:12][CH2:13][C:14]([OH:16])=[O:15])[C:4]1[CH:9]=[CH:8][CH:7]=[CH:6][CH:5]=1.